Task: Predict the reactants needed to synthesize the given product.. Dataset: Full USPTO retrosynthesis dataset with 1.9M reactions from patents (1976-2016) (1) The reactants are: Cl[CH2:2][C:3]1[N:7]([CH3:8])[N:6]=[C:5]([C:9]2[CH:14]=[CH:13][C:12]([O:15][C:16]([F:19])([F:18])[F:17])=[CH:11][CH:10]=2)[CH:4]=1.C(=O)(O)[O-].[Na+].C(OCC)(=O)C.[C:31](#[N:33])C. Given the product [CH3:8][N:7]1[C:3]([CH2:2][C:31]#[N:33])=[CH:4][C:5]([C:9]2[CH:14]=[CH:13][C:12]([O:15][C:16]([F:19])([F:18])[F:17])=[CH:11][CH:10]=2)=[N:6]1, predict the reactants needed to synthesize it. (2) Given the product [I:1][C:2]1[N:3]=[CH:4][N:5]([CH2:7][CH2:8][N:9]([CH2:10][CH2:11][O:12][CH3:13])[C:14](=[O:15])[O:16][C:17]([CH3:20])([CH3:19])[CH3:18])[CH:6]=1, predict the reactants needed to synthesize it. The reactants are: [I:1][C:2]1[N:3]=[CH:4][N:5]([CH2:7][CH2:8][NH:9][CH2:10][CH2:11][O:12][CH3:13])[CH:6]=1.[C:14](O[C:14]([O:16][C:17]([CH3:20])([CH3:19])[CH3:18])=[O:15])([O:16][C:17]([CH3:20])([CH3:19])[CH3:18])=[O:15].